This data is from Catalyst prediction with 721,799 reactions and 888 catalyst types from USPTO. The task is: Predict which catalyst facilitates the given reaction. (1) Reactant: [CH3:1][C:2]1[CH:3]=[CH:4][C:5]([OH:24])=[C:6]([C@@H:8]([C:18]2[CH:19]=[CH:20][CH:21]=[CH:22][CH:23]=2)[CH2:9][CH2:10][N:11]([CH:15]([CH3:17])[CH3:16])[CH:12]([CH3:14])[CH3:13])[CH:7]=1.[OH:25][C:26]1[C:35]2[C:30](=[CH:31][CH:32]=[CH:33][CH:34]=2)[CH:29]=[CH:28][C:27]=1[C:36]([OH:38])=[O:37]. Product: [CH3:1][C:2]1[CH:3]=[CH:4][C:5]([OH:24])=[C:6]([C@@H:8]([C:18]2[CH:19]=[CH:20][CH:21]=[CH:22][CH:23]=2)[CH2:9][CH2:10][N:11]([CH:12]([CH3:14])[CH3:13])[CH:15]([CH3:16])[CH3:17])[CH:7]=1.[OH:25][C:26]1[C:35]2[C:30](=[CH:31][CH:32]=[CH:33][CH:34]=2)[CH:29]=[CH:28][C:27]=1[C:36]([O-:38])=[O:37]. The catalyst class is: 21. (2) Reactant: [CH2:1]([C@H:3]1[C@@H:7]([C:8]2[N:12]3[C:13]4[CH:19]=[CH:18][N:17]([S:20]([C:23]5[CH:29]=[CH:28][C:26]([CH3:27])=[CH:25][CH:24]=5)(=[O:22])=[O:21])[C:14]=4[N:15]=[CH:16][C:11]3=[N:10][N:9]=2)[CH2:6][C@@H:5]([NH2:30])[CH2:4]1)[CH3:2].Cl[C:32]([O:34][CH:35]([CH3:37])[CH3:36])=[O:33]. Product: [CH2:1]([C@H:3]1[C@@H:7]([C:8]2[N:12]3[C:13]4[CH:19]=[CH:18][N:17]([S:20]([C:23]5[CH:24]=[CH:25][C:26]([CH3:27])=[CH:28][CH:29]=5)(=[O:22])=[O:21])[C:14]=4[N:15]=[CH:16][C:11]3=[N:10][N:9]=2)[CH2:6][C@@H:5]([NH:30][C:32](=[O:33])[O:34][CH:35]([CH3:37])[CH3:36])[CH2:4]1)[CH3:2]. The catalyst class is: 1. (3) Reactant: C(OC(=O)[NH:7][CH2:8][CH2:9][CH2:10][NH:11][C:12](=[O:35])[CH2:13][CH2:14][CH2:15][O:16][C:17]1[C:26]2[C:21](=[CH:22][CH:23]=[CH:24][CH:25]=2)[C:20]([CH:27]=[C:28]2[S:32][C:31](=[O:33])[NH:30][C:29]2=[O:34])=[CH:19][CH:18]=1)(C)(C)C.[F:37][C:38]([F:43])([F:42])[C:39]([OH:41])=[O:40]. Product: [NH2:7][CH2:8][CH2:9][CH2:10][NH:11][C:12](=[O:35])[CH2:13][CH2:14][CH2:15][O:16][C:17]1[C:26]2[C:21](=[CH:22][CH:23]=[CH:24][CH:25]=2)[C:20]([CH:27]=[C:28]2[S:32][C:31](=[O:33])[NH:30][C:29]2=[O:34])=[CH:19][CH:18]=1.[F:37][C:38]([F:43])([F:42])[C:39]([OH:41])=[O:40]. The catalyst class is: 4. (4) Reactant: [CH:1]1([O:6][N:7]2C(=O)C3C(=CC=CC=3)C2=O)[CH2:5][CH2:4][CH2:3][CH2:2]1.NN.[N+:20]([C:23]1[CH:24]=[C:25]([S:29](Cl)(=[O:31])=[O:30])[CH:26]=[CH:27][CH:28]=1)([O-:22])=[O:21].C(N(CC)C(C)C)(C)C. Product: [CH:1]1([O:6][NH:7][S:29]([C:25]2[CH:26]=[CH:27][CH:28]=[C:23]([N+:20]([O-:22])=[O:21])[CH:24]=2)(=[O:30])=[O:31])[CH2:2][CH2:3][CH2:4][CH2:5]1. The catalyst class is: 7.